From a dataset of Peptide-MHC class I binding affinity with 185,985 pairs from IEDB/IMGT. Regression. Given a peptide amino acid sequence and an MHC pseudo amino acid sequence, predict their binding affinity value. This is MHC class I binding data. (1) The peptide sequence is NETWYSADL. The MHC is HLA-B38:01 with pseudo-sequence HLA-B38:01. The binding affinity (normalized) is 0.235. (2) The peptide sequence is TINAWIKGV. The MHC is HLA-A02:02 with pseudo-sequence HLA-A02:02. The binding affinity (normalized) is 0.394. (3) The peptide sequence is RIYKTIKQY. The MHC is HLA-B35:01 with pseudo-sequence HLA-B35:01. The binding affinity (normalized) is 0.377. (4) The peptide sequence is PSDTIHASF. The MHC is HLA-B27:05 with pseudo-sequence HLA-B27:05. The binding affinity (normalized) is 0.0847. (5) The peptide sequence is KLVALGINAV. The MHC is HLA-B44:03 with pseudo-sequence HLA-B44:03. The binding affinity (normalized) is 0.